Dataset: Catalyst prediction with 721,799 reactions and 888 catalyst types from USPTO. Task: Predict which catalyst facilitates the given reaction. (1) Reactant: N[C:2]1[CH:7]=CC=C[CH:3]=1.COC(OC)CC(OC)OC.C([O-])(=O)C.[Na+].[NH3+]C1C=CC=CC=1.[F:31][P-:32]([F:37])([F:36])([F:35])([F:34])[F:33].C([C:41]1[CH:46]=[CH:45][C:44]([C:47]2[CH:52]=[C:51]([CH3:53])[CH:50]=[C:49]([C:54]3[CH:59]=[CH:58][CH:57]=[CH:56][CH:55]=3)[S+:48]=2)=[CH:43][CH:42]=1)(C)C.C(OC(=O)C)(=O)C. Product: [F:31][P-:32]([F:37])([F:36])([F:35])([F:34])[F:33].[CH:2]([C:43]1[CH:42]=[CH:41][CH:46]=[CH:45][C:44]=1[C:47]1[CH:52]=[C:51]([CH3:53])[CH:50]=[C:49]([C:54]2[CH:59]=[CH:58][CH:57]=[CH:56][CH:55]=2)[S+:48]=1)([CH3:7])[CH3:3]. The catalyst class is: 86. (2) Reactant: [Cl:1][C:2]1[CH:3]=[CH:4][C:5]([O:19][CH:20]([C:22]2[CH:27]=[CH:26][CH:25]=[CH:24][CH:23]=2)[CH3:21])=[C:6]([CH:18]=1)[O:7][CH:8]1[CH2:11][N:10](C(=O)C(F)(F)F)[CH2:9]1.C([O-])([O-])=O.[K+].[K+].O. Product: [NH3:10].[CH3:6][OH:7].[Cl:1][C:2]1[CH:3]=[CH:4][C:5]([O:19][CH:20]([C:22]2[CH:23]=[CH:24][CH:25]=[CH:26][CH:27]=2)[CH3:21])=[C:6]([CH:18]=1)[O:7][CH:8]1[CH2:11][NH:10][CH2:9]1. The catalyst class is: 100. (3) Reactant: [CH3:1][C@@H:2]1[C:12]2[C:13]3[C:8]([CH:9]=[CH:10][CH:11]=2)=[CH:7][CH:6]=[CH:5][C:4]=3[C@@H:3]1[N:14]1[CH2:19][CH2:18][CH:17]([N:20]2[C:28]3[C:23](=[CH:24][CH:25]=[CH:26][CH:27]=3)[CH:22]([CH2:29][C:30]([O-])=[O:31])[C:21]2=[O:33])[CH2:16][CH2:15]1.[CH3:34][NH2:35]. Product: [CH3:34][NH:35][C:30](=[O:31])[CH2:29][CH:22]1[C:23]2[C:28](=[CH:27][CH:26]=[CH:25][CH:24]=2)[N:20]([CH:17]2[CH2:18][CH2:19][N:14]([CH:3]3[C:4]4=[C:13]5[C:8](=[CH:7][CH:6]=[CH:5]4)[CH:9]=[CH:10][CH:11]=[C:12]5[C@@H:2]3[CH3:1])[CH2:15][CH2:16]2)[C:21]1=[O:33]. The catalyst class is: 7. (4) Reactant: Cl[CH:2]([CH3:17])[C:3]([C:5]1[CH:6]=[CH:7][C:8]2[NH:14][C:13](=[O:15])[CH2:12][CH2:11][CH2:10][C:9]=2[CH:16]=1)=[O:4].[OH:18][C:19]1([C:25]2[S:26][CH:27]=[CH:28][CH:29]=2)[CH2:24][CH2:23][NH:22][CH2:21][CH2:20]1.[I-].[Na+].C(N(CC)CC)C. Product: [OH:18][C:19]1([C:25]2[S:26][CH:27]=[CH:28][CH:29]=2)[CH2:20][CH2:21][N:22]([CH:2]([CH3:17])[C:3]([C:5]2[CH:6]=[CH:7][C:8]3[NH:14][C:13](=[O:15])[CH2:12][CH2:11][CH2:10][C:9]=3[CH:16]=2)=[O:4])[CH2:23][CH2:24]1. The catalyst class is: 3. (5) Reactant: Br[C:2]1[N:6]2[C:7]3[CH:19]=[CH:18][CH:17]=[N:16][C:8]=3[NH:9][C:10]3[CH:15]=[CH:14][CH:13]=[CH:12][C:11]=3[C:5]2=[N:4][C:3]=1[C:20]1[CH:25]=[CH:24][CH:23]=[CH:22][CH:21]=1.CC1(C)C(C)(C)OB([C:34]2[CH:39]=[CH:38][C:37]([C:40]3([NH:43][C:44](=[O:50])[O:45][C:46]([CH3:49])([CH3:48])[CH3:47])[CH2:42][CH2:41]3)=[CH:36][CH:35]=2)O1.P([O-])([O-])([O-])=O.[K+].[K+].[K+]. Product: [C:20]1([C:3]2[N:4]=[C:5]3[C:11]4[CH:12]=[CH:13][CH:14]=[CH:15][C:10]=4[NH:9][C:8]4[N:16]=[CH:17][CH:18]=[CH:19][C:7]=4[N:6]3[C:2]=2[C:34]2[CH:35]=[CH:36][C:37]([C:40]3([NH:43][C:44](=[O:50])[O:45][C:46]([CH3:48])([CH3:47])[CH3:49])[CH2:42][CH2:41]3)=[CH:38][CH:39]=2)[CH:25]=[CH:24][CH:23]=[CH:22][CH:21]=1. The catalyst class is: 38.